This data is from Full USPTO retrosynthesis dataset with 1.9M reactions from patents (1976-2016). The task is: Predict the reactants needed to synthesize the given product. (1) Given the product [CH3:1][C@@H:2]1[CH2:3][CH2:4][C@H:5]([NH:8][C:9]2[CH:10]=[C:11]3[C:16](=[CH:17][CH:18]=2)[CH:15]=[C:14]([CH2:19][OH:20])[CH:13]=[CH:12]3)[CH2:6][CH2:7]1, predict the reactants needed to synthesize it. The reactants are: [CH3:1][C@@H:2]1[CH2:7][CH2:6][C@H:5]([NH:8][C:9]2[CH:10]=[C:11]3[C:16](=[CH:17][CH:18]=2)[CH:15]=[C:14]([C:19](OC)=[O:20])[CH:13]=[CH:12]3)[CH2:4][CH2:3]1.[H-].[H-].[H-].[H-].[Li+].[Al+3]. (2) Given the product [CH3:19][C:13]1[CH:14]=[CH:15][C:16]([CH3:18])=[CH:17][C:12]=1[NH:11][C:9]([N:6]1[CH2:7][CH2:8][CH:3]([C:1](=[S:21])[NH2:2])[CH2:4][CH2:5]1)=[O:10], predict the reactants needed to synthesize it. The reactants are: [C:1]([CH:3]1[CH2:8][CH2:7][N:6]([C:9]([NH:11][C:12]2[CH:17]=[C:16]([CH3:18])[CH:15]=[CH:14][C:13]=2[CH3:19])=[O:10])[CH2:5][CH2:4]1)#[N:2].O.[SH-:21].[Na+].Cl.C(NCC)C. (3) Given the product [CH2:1]([O:3][CH2:4][C:5]([NH:43][CH:40]1[CH2:41][CH2:42][N:37]([C:33]2[CH:34]=[CH:35][CH:36]=[C:31]([C:23]3[N:22]([CH3:21])[C:26]4[CH:27]=[CH:28][CH:29]=[CH:30][C:25]=4[N:24]=3)[CH:32]=2)[CH2:38][CH2:39]1)=[O:7])[CH3:2], predict the reactants needed to synthesize it. The reactants are: [CH2:1]([O:3][CH2:4][C:5]([OH:7])=O)[CH3:2].C1N=CN(C(N2C=NC=C2)=O)C=1.Cl.[CH3:21][N:22]1[C:26]2[CH:27]=[CH:28][CH:29]=[CH:30][C:25]=2[N:24]=[C:23]1[C:31]1[CH:32]=[C:33]([N:37]2[CH2:42][CH2:41][CH:40]([NH2:43])[CH2:39][CH2:38]2)[CH:34]=[CH:35][CH:36]=1.CCN(C(C)C)C(C)C. (4) Given the product [ClH:25].[Br:1][C:2]1[CH:3]=[C:4]2[C:12](=[CH:13][CH:14]=1)[NH:11][C:10]1[C@H:9]([NH:15][CH:16]3[CH2:24][C:23]4[C:18](=[CH:19][CH:20]=[CH:21][CH:22]=4)[CH2:17]3)[CH2:8][CH2:7][CH2:6][C:5]2=1, predict the reactants needed to synthesize it. The reactants are: [Br:1][C:2]1[CH:3]=[C:4]2[C:12](=[CH:13][CH:14]=1)[NH:11][C:10]1[CH:9]([NH:15][CH:16]3[CH2:24][C:23]4[C:18](=[CH:19][CH:20]=[CH:21][CH:22]=4)[CH2:17]3)[CH2:8][CH2:7][CH2:6][C:5]2=1.[ClH:25]. (5) Given the product [C:1]12([C:11]3[CH:30]=[CH:29][C:14]([O:15][CH2:16][C:17]4[O:18][C:19]5[CH:25]=[CH:24][C:23]([C:26]([OH:28])=[O:27])=[CH:22][C:20]=5[N:21]=4)=[CH:13][CH:12]=3)[CH2:8][CH:7]3[CH2:9][CH:3]([CH2:4][CH:5]([CH2:6]3)[CH2:10]1)[CH2:2]2.[N:31]1([CH2:37][CH2:38][CH2:39][NH-:40])[CH2:36][CH2:35][O:34][CH2:33][CH2:32]1, predict the reactants needed to synthesize it. The reactants are: [C:1]12([C:11]3[CH:30]=[CH:29][C:14]([O:15][CH2:16][C:17]4[O:18][C:19]5[CH:25]=[CH:24][C:23]([C:26]([OH:28])=[O:27])=[CH:22][C:20]=5[N:21]=4)=[CH:13][CH:12]=3)[CH2:10][CH:5]3[CH2:6][CH:7]([CH2:9][CH:3]([CH2:4]3)[CH2:2]1)[CH2:8]2.[N:31]1([CH2:37][CH2:38][CH2:39][NH2:40])[CH2:36][CH2:35][O:34][CH2:33][CH2:32]1.CN(C(ON1N=NC2C=CC=NC1=2)=[N+](C)C)C.F[P-](F)(F)(F)(F)F.CCN(C(C)C)C(C)C.